This data is from Full USPTO retrosynthesis dataset with 1.9M reactions from patents (1976-2016). The task is: Predict the reactants needed to synthesize the given product. (1) The reactants are: [Li]CCCC.[CH3:6][S:7][C:8]1[CH:12]=[CH:11][S:10][CH:9]=1.Cl[Si:14]([CH3:17])([CH3:16])[CH3:15]. Given the product [CH3:15][Si:14]([CH3:17])([CH3:16])[C:9]1[S:10][CH:11]=[CH:12][C:8]=1[S:7][CH3:6], predict the reactants needed to synthesize it. (2) The reactants are: [CH3:1][C@H:2]1[CH2:8][NH:7][C:6]2[CH:9]=[C:10](B3OC(C)(C)C(C)(C)O3)[CH:11]=[CH:12][C:5]=2[C:4](=[O:22])[NH:3]1.[NH2:23][C:24]1[N:29]=[CH:28][C:27]([C:30]2[CH:35]=[CH:34][C:33]([S:36]([NH:39][CH:40]3[CH2:42][CH2:41]3)(=[O:38])=[O:37])=[CH:32][CH:31]=2)=[CH:26][C:25]=1Br. Given the product [NH2:23][C:24]1[N:29]=[CH:28][C:27]([C:30]2[CH:31]=[CH:32][C:33]([S:36]([NH:39][CH:40]3[CH2:42][CH2:41]3)(=[O:37])=[O:38])=[CH:34][CH:35]=2)=[CH:26][C:25]=1[C:10]1[CH:11]=[CH:12][C:5]2[C:4](=[O:22])[NH:3][C@@H:2]([CH3:1])[CH2:8][NH:7][C:6]=2[CH:9]=1, predict the reactants needed to synthesize it.